From a dataset of Catalyst prediction with 721,799 reactions and 888 catalyst types from USPTO. Predict which catalyst facilitates the given reaction. (1) Reactant: [N+:1]([C:4]1[CH:10]=[CH:9][CH:8]=[CH:7][C:5]=1[NH2:6])([O-:3])=[O:2].[ClH:11].[N:12]([O-])=O.[Na+]. Product: [Cl-:11].[N+:1]([C:4]1[CH:10]=[CH:9][CH:8]=[CH:7][C:5]=1[N+:6]#[N:12])([O-:3])=[O:2]. The catalyst class is: 6. (2) Reactant: [H-].[Na+].[CH:3]1([CH2:9][OH:10])[CH2:8][CH2:7][CH2:6][CH2:5][CH2:4]1.Cl[C:12]1[C:13]2[N:14]([C:18]([C:22]([NH:24][CH2:25][C:26]3[CH:31]=[CH:30][C:29]([F:32])=[C:28]([F:33])[CH:27]=3)=[O:23])=[C:19]([CH3:21])[N:20]=2)[CH:15]=[CH:16][N:17]=1.O. Product: [CH:3]1([CH2:9][O:10][C:12]2[C:13]3[N:14]([C:18]([C:22]([NH:24][CH2:25][C:26]4[CH:31]=[CH:30][C:29]([F:32])=[C:28]([F:33])[CH:27]=4)=[O:23])=[C:19]([CH3:21])[N:20]=3)[CH:15]=[CH:16][N:17]=2)[CH2:8][CH2:7][CH2:6][CH2:5][CH2:4]1. The catalyst class is: 3. (3) Reactant: [N+:1]([C:4]1[CH:5]=[C:6]([C:13]2[O:17][CH:16]=[N:15][CH:14]=2)[CH:7]=[C:8]([C:10]([CH3:12])=[CH2:11])[CH:9]=1)([O-])=O. Product: [CH:10]([C:8]1[CH:9]=[C:4]([CH:5]=[C:6]([C:13]2[O:17][CH:16]=[N:15][CH:14]=2)[CH:7]=1)[NH2:1])([CH3:12])[CH3:11]. The catalyst class is: 29. (4) Reactant: C([O:8][C:9]1[CH:10]=[C:11]([CH:16]=[C:17]([O:19][C:20]2[CH:25]=[N:24][C:23]([N:26]([C:31]([O:33][C:34]([CH3:37])([CH3:36])[CH3:35])=[O:32])[CH2:27][CH:28]3[CH2:30][CH2:29]3)=[CH:22][N:21]=2)[CH:18]=1)[C:12]([O:14][CH3:15])=[O:13])C1C=CC=CC=1. Product: [C:34]([O:33][C:31]([N:26]([CH2:27][CH:28]1[CH2:29][CH2:30]1)[C:23]1[N:24]=[CH:25][C:20]([O:19][C:17]2[CH:16]=[C:11]([CH:10]=[C:9]([OH:8])[CH:18]=2)[C:12]([O:14][CH3:15])=[O:13])=[N:21][CH:22]=1)=[O:32])([CH3:37])([CH3:35])[CH3:36]. The catalyst class is: 78. (5) Reactant: [Br:1][C:2]1[CH:7]=[C:6]([NH:8][CH2:9][CH2:10][CH2:11][O:12][Si:13]([C:16]([CH3:19])([CH3:18])[CH3:17])([CH3:15])[CH3:14])[C:5]([NH2:20])=[CH:4][CH:3]=1.[C:21](N1C=CN=C1)(N1C=CN=C1)=[O:22]. The catalyst class is: 56. Product: [Br:1][C:2]1[CH:3]=[CH:4][C:5]2[NH:20][C:21](=[O:22])[N:8]([CH2:9][CH2:10][CH2:11][O:12][Si:13]([C:16]([CH3:17])([CH3:19])[CH3:18])([CH3:14])[CH3:15])[C:6]=2[CH:7]=1. (6) The catalyst class is: 184. Reactant: [F:1][C:2]([F:20])([F:19])[C:3]1[C:4]([NH2:18])=[N:5][CH:6]=[C:7]([C:9]2[S:13][C:12]3=[N:14][CH:15]=[C:16](I)[N:11]3[N:10]=2)[CH:8]=1.[CH3:21][S:22]([C:25]1[CH:30]=[CH:29][C:28](B(O)O)=[CH:27][CH:26]=1)(=[O:24])=[O:23].C([O-])([O-])=O.[Na+].[Na+]. Product: [CH3:21][S:22]([C:25]1[CH:30]=[CH:29][C:28]([C:16]2[N:11]3[C:12]([S:13][C:9]([C:7]4[CH:8]=[C:3]([C:2]([F:20])([F:19])[F:1])[C:4]([NH2:18])=[N:5][CH:6]=4)=[N:10]3)=[N:14][CH:15]=2)=[CH:27][CH:26]=1)(=[O:24])=[O:23].